From a dataset of Full USPTO retrosynthesis dataset with 1.9M reactions from patents (1976-2016). Predict the reactants needed to synthesize the given product. Given the product [C:7]1([C:1]2[CH:6]=[CH:5][CH:4]=[CH:3][CH:2]=2)[CH:14]=[CH:13][C:10]([CH:11]=[N:15][OH:16])=[CH:9][CH:8]=1, predict the reactants needed to synthesize it. The reactants are: [C:1]1([C:7]2[CH:14]=[CH:13][C:10]([CH:11]=O)=[CH:9][CH:8]=2)[CH:6]=[CH:5][CH:4]=[CH:3][CH:2]=1.[NH2:15][OH:16].Cl.N1C=CC=CC=1.